The task is: Predict the product of the given reaction.. This data is from Forward reaction prediction with 1.9M reactions from USPTO patents (1976-2016). (1) Given the reactants Cl[C:2]1[C:7]([N+:8]([O-:10])=[O:9])=[CH:6][CH:5]=[C:4]([Cl:11])[N:3]=1.C(=O)([O-])[O-].[K+].[K+].[F:18][C:19]1[CH:24]=[CH:23][C:22]([C@@H:25]([NH2:27])[CH3:26])=[CH:21][CH:20]=1, predict the reaction product. The product is: [Cl:11][C:4]1[N:3]=[C:2]([NH:27][C@H:25]([C:22]2[CH:23]=[CH:24][C:19]([F:18])=[CH:20][CH:21]=2)[CH3:26])[C:7]([N+:8]([O-:10])=[O:9])=[CH:6][CH:5]=1. (2) Given the reactants [N+:1]([C:4]1[CH:5]=[C:6]([CH:18]=[CH:19][CH:20]=1)[CH2:7][NH:8][C:9]([NH:11][C:12]1[CH:17]=[CH:16][CH:15]=[CH:14][CH:13]=1)=[O:10])([O-])=O.[H][H], predict the reaction product. The product is: [NH2:1][C:4]1[CH:5]=[C:6]([CH:18]=[CH:19][CH:20]=1)[CH2:7][NH:8][C:9]([NH:11][C:12]1[CH:17]=[CH:16][CH:15]=[CH:14][CH:13]=1)=[O:10]. (3) Given the reactants C([O:3][C:4](=[O:35])[CH2:5][O:6][C:7]1[CH:12]=[CH:11][C:10]([S:13][C:14]2[CH:19]=[C:18]([C:20]#[C:21][C:22]3[CH:27]=[CH:26][CH:25]=[CH:24][CH:23]=3)[CH:17]=[C:16]([O:28][CH:29]3[CH2:33][CH2:32][CH2:31][CH2:30]3)[CH:15]=2)=[CH:9][C:8]=1[CH3:34])C.[OH-].[Na+].Cl, predict the reaction product. The product is: [CH:29]1([O:28][C:16]2[CH:15]=[C:14]([S:13][C:10]3[CH:11]=[CH:12][C:7]([O:6][CH2:5][C:4]([OH:35])=[O:3])=[C:8]([CH3:34])[CH:9]=3)[CH:19]=[C:18]([C:20]#[C:21][C:22]3[CH:23]=[CH:24][CH:25]=[CH:26][CH:27]=3)[CH:17]=2)[CH2:30][CH2:31][CH2:32][CH2:33]1. (4) The product is: [F:1][C:2]1[CH:3]=[C:4]([C@@H:13]([NH:17][C:18]([N:20]2[CH2:25][C:24](=[O:26])[NH:23][C:22]3[CH:27]=[CH:28][CH:29]=[N:30][C:21]2=3)=[O:19])[CH2:14][O:15][CH3:16])[CH:5]=[CH:6][C:7]=1[O:8][C:9]([F:11])([F:12])[F:10]. Given the reactants [F:1][C:2]1[CH:3]=[C:4]([CH:13]([NH:17][C:18]([N:20]2[CH2:25][C:24](=[O:26])[NH:23][C:22]3[CH:27]=[CH:28][CH:29]=[N:30][C:21]2=3)=[O:19])[CH2:14][O:15][CH3:16])[CH:5]=[CH:6][C:7]=1[O:8][C:9]([F:12])([F:11])[F:10].C(=O)=O.CO, predict the reaction product. (5) Given the reactants [CH:1]1([Mg]Br)[CH2:3][CH2:2]1.[Cl:6][C:7]1[CH:12]=[CH:11][C:10]([C:13](=[O:15])[CH3:14])=[C:9]([F:16])[CH:8]=1.C(#N)C.O, predict the reaction product. The product is: [Cl:6][C:7]1[CH:12]=[CH:11][C:10]([C:13]([CH:1]2[CH2:3][CH2:2]2)([OH:15])[CH3:14])=[C:9]([F:16])[CH:8]=1.